Dataset: Catalyst prediction with 721,799 reactions and 888 catalyst types from USPTO. Task: Predict which catalyst facilitates the given reaction. (1) Reactant: [Br:1][C:2]1[CH:10]=[C:9](/[CH:11]=[CH:12]\[CH:13]([C:18]2[CH:23]=[C:22]([Cl:24])[C:21]([Cl:25])=[C:20]([Cl:26])[CH:19]=2)[C:14]([F:17])([F:16])[F:15])[CH:8]=[CH:7][C:3]=1[C:4]([OH:6])=O.Cl.[NH2:28][CH2:29][C:30]([NH:32][CH2:33][C:34]([F:37])([F:36])[F:35])=[O:31]. Product: [Br:1][C:2]1[CH:10]=[C:9](/[CH:11]=[CH:12]\[CH:13]([C:18]2[CH:23]=[C:22]([Cl:24])[C:21]([Cl:25])=[C:20]([Cl:26])[CH:19]=2)[C:14]([F:15])([F:17])[F:16])[CH:8]=[CH:7][C:3]=1[C:4]([NH:28][CH2:29][C:30](=[O:31])[NH:32][CH2:33][C:34]([F:37])([F:36])[F:35])=[O:6]. The catalyst class is: 116. (2) Reactant: [F:1][C:2]1[C:3]([C:9]2[N:13]([CH:14]([CH3:16])[CH3:15])[C:12]([CH3:17])=[N:11][CH:10]=2)=[N:4][C:5]([NH2:8])=[N:6][CH:7]=1.[Cl:18][C:19]1[CH:33]=[C:32](Cl)[CH:31]=[CH:30][C:20]=1[C:21]([N:23]1[CH2:28][CH2:27][N:26]([CH3:29])[CH2:25][CH2:24]1)=[O:22].C([O-])([O-])=O.[Cs+].[Cs+].CC(C1C=C(C(C)C)C(C2C=CC=CC=2P(C2CCCCC2)C2CCCCC2)=C(C(C)C)C=1)C. Product: [ClH:18].[Cl:18][C:19]1[CH:33]=[C:32]([NH:8][C:5]2[N:4]=[C:3]([C:9]3[N:13]([CH:14]([CH3:15])[CH3:16])[C:12]([CH3:17])=[N:11][CH:10]=3)[C:2]([F:1])=[CH:7][N:6]=2)[CH:31]=[CH:30][C:20]=1[C:21]([N:23]1[CH2:24][CH2:25][N:26]([CH3:29])[CH2:27][CH2:28]1)=[O:22]. The catalyst class is: 110. (3) Reactant: [O:1]1[C:10]2[C:5](=[CH:6][CH:7]=[CH:8][CH:9]=2)[CH:4](O)[CH2:3][CH2:2]1.C(OC(=O)C)(=O)C.[H][H]. Product: [O:1]1[C:10]2[C:5](=[CH:6][CH:7]=[CH:8][CH:9]=2)[CH2:4][CH2:3][CH2:2]1. The catalyst class is: 331. (4) The catalyst class is: 327. Product: [F:1][C:2]1[C:7]([C:8]([C:10]2[N:11]=[CH:12][N:13]([C:15]([C:28]3[CH:33]=[CH:32][CH:31]=[CH:30][CH:29]=3)([C:16]3[CH:17]=[CH:18][CH:19]=[CH:20][CH:21]=3)[C:22]3[CH:27]=[CH:26][CH:25]=[CH:24][CH:23]=3)[CH:14]=2)=[O:9])=[CH:6][CH:5]=[CH:4][N:3]=1. Reactant: [F:1][C:2]1[C:7]([CH:8]([C:10]2[N:11]=[CH:12][N:13]([C:15]([C:28]3[CH:33]=[CH:32][CH:31]=[CH:30][CH:29]=3)([C:22]3[CH:27]=[CH:26][CH:25]=[CH:24][CH:23]=3)[C:16]3[CH:21]=[CH:20][CH:19]=[CH:18][CH:17]=3)[CH:14]=2)[OH:9])=[CH:6][CH:5]=[CH:4][N:3]=1.